This data is from Reaction yield outcomes from USPTO patents with 853,638 reactions. The task is: Predict the reaction yield, written as a fraction of the theoretical maximum amount of product (1.0 means a 100% yield; for example, 0.34 means a 34% yield). (1) The reactants are O.[NH2:2][NH2:3].[CH3:4][O:5][C:6]([C:8]1[S:9][C:10]([C:23](=O)[CH2:24][C:25]#[N:26])=[CH:11][C:12]=1[O:13][CH:14]([C:16]1[CH:21]=[CH:20][CH:19]=[CH:18][C:17]=1[Cl:22])[CH3:15])=[O:7]. The catalyst is CCO. The product is [CH3:4][O:5][C:6]([C:8]1[S:9][C:10]([C:23]2[NH:2][N:3]=[C:25]([NH2:26])[CH:24]=2)=[CH:11][C:12]=1[O:13][CH:14]([C:16]1[CH:21]=[CH:20][CH:19]=[CH:18][C:17]=1[Cl:22])[CH3:15])=[O:7]. The yield is 0.290. (2) The reactants are [Si]([O:8][CH2:9][C:10]1[CH:15]=[CH:14][C:13]([NH:16][C:17](=[O:48])[NH:18][C:19]2([CH2:37][C:38]([NH:40][C:41]3[CH:46]=[CH:45][C:44]([CH3:47])=[CH:43][CH:42]=3)=[O:39])[C:27]3[C:22](=[CH:23][CH:24]=[CH:25][CH:26]=3)[N:21]([CH2:28][CH:29]([O:33][CH2:34][CH3:35])[O:30][CH2:31][CH3:32])[C:20]2=[O:36])=[CH:12][CH:11]=1)(C(C)(C)C)(C)C.S(=O)(=O)(O)O.O.C(OCC)(=O)C. The catalyst is C(O)C. The product is [CH2:31]([O:30][CH:29]([O:33][CH2:34][CH3:35])[CH2:28][N:21]1[C:22]2[C:27](=[CH:26][CH:25]=[CH:24][CH:23]=2)[C:19]([NH:18][C:17]([NH:16][C:13]2[CH:12]=[CH:11][C:10]([CH2:9][OH:8])=[CH:15][CH:14]=2)=[O:48])([CH2:37][C:38]([NH:40][C:41]2[CH:46]=[CH:45][C:44]([CH3:47])=[CH:43][CH:42]=2)=[O:39])[C:20]1=[O:36])[CH3:32]. The yield is 0.880. (3) The reactants are [OH:1][C:2]1[CH:11]=[CH:10][C:5]2[C:6](=[O:9])[CH2:7][O:8][C:4]=2[C:3]=1[CH2:12][N:13]1[CH2:18][CH2:17][N:16]([C:19]([O:21][C:22]([CH3:25])([CH3:24])[CH3:23])=[O:20])[CH2:15][CH2:14]1.[CH3:26][C:27]1[N:32]=[C:31]2[NH:33][CH:34]=[C:35]([CH:36]=O)[C:30]2=[CH:29][CH:28]=1. The catalyst is CO.N1CCCCC1. The product is [OH:1][C:2]1[CH:11]=[CH:10][C:5]2[C:6](=[O:9])/[C:7](=[CH:36]/[C:35]3[C:30]4[C:31](=[N:32][C:27]([CH3:26])=[CH:28][CH:29]=4)[NH:33][CH:34]=3)/[O:8][C:4]=2[C:3]=1[CH2:12][N:13]1[CH2:14][CH2:15][N:16]([C:19]([O:21][C:22]([CH3:25])([CH3:24])[CH3:23])=[O:20])[CH2:17][CH2:18]1. The yield is 0.810. (4) The reactants are [Cl:1][C:2]1[CH:3]=[CH:4][C:5]([S:9][CH3:10])=[C:6]([NH2:8])[CH:7]=1.[F:11][C:12]1[CH:17]=[C:16]([F:18])[CH:15]=[CH:14][C:13]=1[S:19](Cl)(=[O:21])=[O:20]. No catalyst specified. The product is [Cl:1][C:2]1[CH:3]=[CH:4][C:5]([S:9][CH3:10])=[C:6]([NH:8][S:19]([C:13]2[CH:14]=[CH:15][C:16]([F:18])=[CH:17][C:12]=2[F:11])(=[O:21])=[O:20])[CH:7]=1. The yield is 0.940. (5) The reactants are [C:1]1([CH:8]=[CH:7][CH:6]=[C:4]([OH:5])[CH:3]=1)[OH:2].Br[C:10]1[CH:15]=[CH:14][CH:13]=[CH:12][N:11]=1.CN1C=CN=C1.C(=O)([O-])[O-].[K+].[K+]. The catalyst is [Cu]I.N1C=CC=CC=1. The product is [N:11]1[CH:12]=[CH:13][CH:14]=[CH:15][C:10]=1[O:2][C:1]1[CH:3]=[C:4]([OH:5])[CH:6]=[CH:7][CH:8]=1. The yield is 0.550.